Dataset: NCI-60 drug combinations with 297,098 pairs across 59 cell lines. Task: Regression. Given two drug SMILES strings and cell line genomic features, predict the synergy score measuring deviation from expected non-interaction effect. (1) Drug 1: C(CC(=O)O)C(=O)CN.Cl. Drug 2: CCC1(C2=C(COC1=O)C(=O)N3CC4=CC5=C(C=CC(=C5CN(C)C)O)N=C4C3=C2)O.Cl. Cell line: UACC62. Synergy scores: CSS=50.8, Synergy_ZIP=-0.359, Synergy_Bliss=0.457, Synergy_Loewe=-66.5, Synergy_HSA=1.38. (2) Drug 1: CC(C1=C(C=CC(=C1Cl)F)Cl)OC2=C(N=CC(=C2)C3=CN(N=C3)C4CCNCC4)N. Drug 2: COC1=C2C(=CC3=C1OC=C3)C=CC(=O)O2. Cell line: BT-549. Synergy scores: CSS=-1.42, Synergy_ZIP=2.61, Synergy_Bliss=5.90, Synergy_Loewe=3.40, Synergy_HSA=1.42.